Task: Predict the product of the given reaction.. Dataset: Forward reaction prediction with 1.9M reactions from USPTO patents (1976-2016) Given the reactants Br.[Br:2][C:3]1[CH:4]=[C:5]([CH2:10]Br)[C:6]([NH2:9])=[N:7][CH:8]=1.[CH2:12]([O:14][C:15](=[O:27])[CH2:16][NH:17][CH2:18][CH2:19][CH2:20][N:21]1[CH2:26][CH2:25][O:24][CH2:23][CH2:22]1)[CH3:13].C(N(CC)CC)C, predict the reaction product. The product is: [CH2:12]([O:14][C:15](=[O:27])[CH2:16][N:17]([CH2:10][C:5]1[C:6]([NH2:9])=[N:7][CH:8]=[C:3]([Br:2])[CH:4]=1)[CH2:18][CH2:19][CH2:20][N:21]1[CH2:22][CH2:23][O:24][CH2:25][CH2:26]1)[CH3:13].